This data is from Reaction yield outcomes from USPTO patents with 853,638 reactions. The task is: Predict the reaction yield, written as a fraction of the theoretical maximum amount of product (1.0 means a 100% yield; for example, 0.34 means a 34% yield). The reactants are C([O:3][C:4](=[O:29])[C:5]1[C:10]([NH:11][C:12]2[C:13]3[CH2:28][O:27][CH2:26][C:14]=3[N:15]=[C:16]([C:18]3[CH:23]=[C:22]([Cl:24])[CH:21]=[CH:20][C:19]=3[F:25])[N:17]=2)=[CH:9][CH:8]=[N:7][CH:6]=1)C.[OH-].[Na+]. The catalyst is CO. The product is [Cl:24][C:22]1[CH:21]=[CH:20][C:19]([F:25])=[C:18]([C:16]2[N:17]=[C:12]([NH:11][C:10]3[C:5]([C:4]([OH:29])=[O:3])=[CH:6][N:7]=[CH:8][CH:9]=3)[C:13]3[CH2:28][O:27][CH2:26][C:14]=3[N:15]=2)[CH:23]=1. The yield is 0.900.